This data is from Forward reaction prediction with 1.9M reactions from USPTO patents (1976-2016). The task is: Predict the product of the given reaction. Given the reactants [F:1][C:2]1[CH:3]=[CH:4][C:5]([NH:8][NH:9][C:10]([N:12]([CH:16]([CH3:18])[CH3:17])[CH:13]([CH3:15])[CH3:14])=O)=[N:6][CH:7]=1.FC1C=CC2N(C(C3(N(C)C)CCCC3)=NN=2)C=1, predict the reaction product. The product is: [F:1][C:2]1[CH:3]=[CH:4][C:5]2[N:6]([C:10]([N:12]([CH:16]([CH3:18])[CH3:17])[CH:13]([CH3:15])[CH3:14])=[N:9][N:8]=2)[CH:7]=1.